The task is: Regression. Given two drug SMILES strings and cell line genomic features, predict the synergy score measuring deviation from expected non-interaction effect.. This data is from Merck oncology drug combination screen with 23,052 pairs across 39 cell lines. (1) Drug 1: O=S1(=O)NC2(CN1CC(F)(F)F)C1CCC2Cc2cc(C=CCN3CCC(C(F)(F)F)CC3)ccc2C1. Cell line: A375. Synergy scores: synergy=0.420. Drug 2: CN(Cc1cnc2nc(N)nc(N)c2n1)c1ccc(C(=O)NC(CCC(=O)O)C(=O)O)cc1. (2) Drug 1: CS(=O)(=O)CCNCc1ccc(-c2ccc3ncnc(Nc4ccc(OCc5cccc(F)c5)c(Cl)c4)c3c2)o1. Drug 2: Cc1nc(Nc2ncc(C(=O)Nc3c(C)cccc3Cl)s2)cc(N2CCN(CCO)CC2)n1. Cell line: MSTO. Synergy scores: synergy=61.3. (3) Drug 2: C#Cc1cccc(Nc2ncnc3cc(OCCOC)c(OCCOC)cc23)c1. Synergy scores: synergy=20.3. Cell line: DLD1. Drug 1: CCN(CC)CCNC(=O)c1c(C)[nH]c(C=C2C(=O)Nc3ccc(F)cc32)c1C. (4) Drug 1: Cn1nnc2c(C(N)=O)ncn2c1=O. Drug 2: C=CCn1c(=O)c2cnc(Nc3ccc(N4CCN(C)CC4)cc3)nc2n1-c1cccc(C(C)(C)O)n1. Cell line: LNCAP. Synergy scores: synergy=-3.76.